The task is: Predict the product of the given reaction.. This data is from Forward reaction prediction with 1.9M reactions from USPTO patents (1976-2016). (1) The product is: [NH2:24][C:22]1[CH:21]=[CH:20][C:3]([O:4][C:5]2[CH:10]=[CH:9][N:8]=[C:7]([NH2:11])[C:6]=2[C:12]#[C:13][C:14]2[CH:19]=[CH:18][CH:17]=[CH:16][N:15]=2)=[C:2]([F:1])[CH:23]=1. Given the reactants [F:1][C:2]1[CH:23]=[C:22]([N+:24]([O-])=O)[CH:21]=[CH:20][C:3]=1[O:4][C:5]1[CH:10]=[CH:9][N:8]=[C:7]([NH2:11])[C:6]=1[C:12]#[C:13][C:14]1[CH:19]=[CH:18][CH:17]=[CH:16][N:15]=1.C1COCC1, predict the reaction product. (2) Given the reactants [F:1][C:2]1[CH:3]=[CH:4][C:5]([NH:18][C:19](=[O:28])[C:20]2[CH:25]=[CH:24][C:23]([F:26])=[CH:22][C:21]=2[OH:27])=[C:6]([CH:17]=1)[C:7]([NH:9][C:10]1[CH:15]=[CH:14][C:13]([Cl:16])=[CH:12][N:11]=1)=[O:8].C([O-])([O-])=O.[K+].[K+].[CH2:35](I)[CH3:36], predict the reaction product. The product is: [F:1][C:2]1[CH:3]=[CH:4][C:5]([NH:18][C:19](=[O:28])[C:20]2[CH:25]=[CH:24][C:23]([F:26])=[CH:22][C:21]=2[O:27][CH2:35][CH3:36])=[C:6]([CH:17]=1)[C:7]([NH:9][C:10]1[CH:15]=[CH:14][C:13]([Cl:16])=[CH:12][N:11]=1)=[O:8]. (3) The product is: [Cl:31][C:29]1[CH:30]=[C:9]([OH:8])[CH:10]=[C:11]([Cl:32])[C:12]=1[CH2:13][C@@H:14]1[CH2:18][CH2:17][N:16]([CH:19]2[C:27]3[NH:26][N:25]=[CH:24][C:23]=3[CH2:22][CH2:21][CH2:20]2)[C:15]1=[O:28]. Given the reactants C([O:8][C:9]1[CH:30]=[C:29]([Cl:31])[C:12]([CH2:13][C@@H:14]2[CH2:18][CH2:17][N:16]([CH:19]3[C:27]4[NH:26][N:25]=[CH:24][C:23]=4[CH2:22][CH2:21][CH2:20]3)[C:15]2=[O:28])=[C:11]([Cl:32])[CH:10]=1)C1C=CC=CC=1.CS(O)(=O)=O, predict the reaction product. (4) Given the reactants [CH3:1][C:2]1([CH3:20])[NH:6][C:5](=[O:7])[N:4]([C:8]2[CH:13]=[CH:12][C:11]([S:14][C:15]([F:18])([F:17])[F:16])=[CH:10][CH:9]=2)[C:3]1=[O:19].[N+:21]([O-])([OH:23])=[O:22].N, predict the reaction product. The product is: [CH3:1][C:2]1([CH3:20])[NH:6][C:5](=[O:7])[N:4]([C:8]2[CH:13]=[CH:12][C:11]([S:14][C:15]([F:18])([F:17])[F:16])=[C:10]([N+:21]([O-:23])=[O:22])[CH:9]=2)[C:3]1=[O:19]. (5) Given the reactants Br[CH2:2][C:3]([C:5]1[CH:10]=[C:9]([CH2:11][CH2:12][OH:13])[C:8]([O:14][CH3:15])=[CH:7][C:6]=1[OH:16])=O.C([O-])(=O)C.[Na+].O.C(OCC)(=O)C, predict the reaction product. The product is: [CH3:15][O:14][C:8]1[C:9]([CH2:11][CH2:12][OH:13])=[CH:10][C:5]2[CH:3]=[CH:2][O:16][C:6]=2[CH:7]=1. (6) Given the reactants [CH3:1][O:2][C:3]1[CH:19]=[CH:18][C:6]([CH2:7][N:8]2[C:13](=[O:14])[CH:12]=[CH:11][C:10]([C:15](O)=[O:16])=[CH:9]2)=[CH:5][CH:4]=1.ClC(OCC(C)C)=O.C(N(CC)CC)C.C(=O)([O-])[O-].[BH4-].[Na+], predict the reaction product. The product is: [OH:16][CH2:15][C:10]1[CH:11]=[CH:12][C:13](=[O:14])[N:8]([CH2:7][C:6]2[CH:5]=[CH:4][C:3]([O:2][CH3:1])=[CH:19][CH:18]=2)[CH:9]=1.